Predict the reactants needed to synthesize the given product. From a dataset of Full USPTO retrosynthesis dataset with 1.9M reactions from patents (1976-2016). (1) Given the product [CH3:17][S:18]([O:1][CH2:2][CH:3]1[CH2:8][CH2:7][CH2:6][NH:5][C:4]1=[O:9])(=[O:20])=[O:19], predict the reactants needed to synthesize it. The reactants are: [OH:1][CH2:2][CH:3]1[CH2:8][CH2:7][CH2:6][NH:5][C:4]1=[O:9].C(N(CC)CC)C.[CH3:17][S:18](Cl)(=[O:20])=[O:19]. (2) Given the product [CH3:15][C:13]1[S:14][C:9]2[C:10]([N:12]=1)=[C:11]1[C:6](=[CH:7][CH:8]=2)[N:5]=[C:4]([C:16]2[CH:17]=[N:18][CH:19]=[CH:20][CH:21]=2)[CH:3]=[C:2]1[NH:23][CH3:22], predict the reactants needed to synthesize it. The reactants are: Cl[C:2]1[C:11]2[C:6](=[CH:7][CH:8]=[C:9]3[S:14][C:13]([CH3:15])=[N:12][C:10]3=2)[N:5]=[C:4]([C:16]2[CH:17]=[N:18][CH:19]=[CH:20][CH:21]=2)[CH:3]=1.[CH3:22][NH2:23]. (3) Given the product [Br:1][C:2]1[CH:3]=[N:4][C:5]2[N:6]([C:10]([CH3:16])=[C:11]([CH:13]3[CH2:15][CH2:14]3)[N:8]=2)[CH:7]=1, predict the reactants needed to synthesize it. The reactants are: [Br:1][C:2]1[CH:3]=[N:4][C:5]([NH2:8])=[N:6][CH:7]=1.Br[CH:10]([CH3:16])[C:11]([CH:13]1[CH2:15][CH2:14]1)=O. (4) The reactants are: [CH2:1]([O:3][C:4](=[O:24])[CH:5]=[C:6]([C:13]1[CH:21]=[CH:20][CH:19]=[C:18]2[C:14]=1[C:15]([C:22]#[N:23])=[CH:16][NH:17]2)[C:7]1[CH:12]=[CH:11][CH:10]=[CH:9][CH:8]=1)[CH3:2].CCOC(C)=O. Given the product [CH2:1]([O:3][C:4](=[O:24])[CH2:5][CH:6]([C:13]1[CH:21]=[CH:20][CH:19]=[C:18]2[C:14]=1[C:15]([C:22]#[N:23])=[CH:16][NH:17]2)[C:7]1[CH:8]=[CH:9][CH:10]=[CH:11][CH:12]=1)[CH3:2], predict the reactants needed to synthesize it. (5) Given the product [OH:70][C:54]1[C:55]2[CH2:61][CH2:60][N:59]([C:62](=[O:67])[C:63]([F:66])([F:64])[F:65])[CH2:58][CH2:57][C:56]=2[CH:68]=[CH:69][C:53]=1[I:52], predict the reactants needed to synthesize it. The reactants are: FC(F)(F)C(N1CCC2C(OS(C(F)(F)F)(=O)=O)=C(C(F)(F)F)C=CC=2CC1)=O.FC(F)(S(F)(=O)=O)C(OC)=O.CN(P(N(C)C)(N(C)C)=O)C.[I:52][C:53]1[CH:69]=[CH:68][C:56]2[CH2:57][CH2:58][N:59]([C:62](=[O:67])[C:63]([F:66])([F:65])[F:64])[CH2:60][CH2:61][C:55]=2[C:54]=1[O:70]S(C(F)(F)F)(=O)=O. (6) Given the product [Br:1][C:2]1[N:7]=[C:6]([N:8]([CH2:33][CH:34]2[CH2:39][CH2:38][O:37][C:36]([CH3:41])([CH3:40])[CH2:35]2)[C:9](=[O:15])[O:10][C:11]([CH3:12])([CH3:14])[CH3:13])[CH:5]=[CH:4][CH:3]=1, predict the reactants needed to synthesize it. The reactants are: [Br:1][C:2]1[N:7]=[C:6]([NH:8][C:9](=[O:15])[O:10][C:11]([CH3:14])([CH3:13])[CH3:12])[CH:5]=[CH:4][CH:3]=1.C([O-])([O-])=O.[K+].[K+].CC1C=CC(S(O[CH2:33][CH:34]2[CH2:39][CH2:38][O:37][C:36]([CH3:41])([CH3:40])[CH2:35]2)(=O)=O)=CC=1.[H-].[Na+]. (7) Given the product [OH:4][CH2:3][CH:2]([NH:1][S:13]([C:11]1[S:12][C:8]([Br:7])=[CH:9][CH:10]=1)(=[O:15])=[O:14])[CH2:5][OH:6], predict the reactants needed to synthesize it. The reactants are: [NH2:1][CH:2]([CH2:5][OH:6])[CH2:3][OH:4].[Br:7][C:8]1[S:12][C:11]([S:13](Cl)(=[O:15])=[O:14])=[CH:10][CH:9]=1.C(N(CC)CC)C.